From a dataset of Forward reaction prediction with 1.9M reactions from USPTO patents (1976-2016). Predict the product of the given reaction. (1) Given the reactants [CH3:1][C:2]1([C:5]2[CH:14]=[CH:13][C:12]3[C:7](=[CH:8][CH:9]=[C:10]([C:15]([OH:17])=O)[CH:11]=3)[N:6]=2)[CH2:4][CH2:3]1.Cl.[NH2:19][C@@H:20]([C:22]1[C:27]([F:28])=[CH:26][C:25]([NH:29][S:30]([CH3:33])(=[O:32])=[O:31])=[C:24]([CH3:34])[CH:23]=1)[CH3:21].CN(C(ON1N=NC2C=CC=CC1=2)=[N+](C)C)C.F[P-](F)(F)(F)(F)F.C(N(CC)CC)C, predict the reaction product. The product is: [F:28][C:27]1[CH:26]=[C:25]([NH:29][S:30]([CH3:33])(=[O:32])=[O:31])[C:24]([CH3:34])=[CH:23][C:22]=1[C@H:20]([NH:19][C:15]([C:10]1[CH:11]=[C:12]2[C:7](=[CH:8][CH:9]=1)[N:6]=[C:5]([C:2]1([CH3:1])[CH2:3][CH2:4]1)[CH:14]=[CH:13]2)=[O:17])[CH3:21]. (2) Given the reactants [C:1]([OH:6])(=[O:5])[C:2]([CH3:4])=[CH2:3].[OH-].[K+].[Br:9][CH2:10][CH2:11][CH2:12]Br, predict the reaction product. The product is: [C:1]([O:6][CH2:12][CH2:11][CH2:10][Br:9])(=[O:5])[C:2]([CH3:4])=[CH2:3]. (3) Given the reactants Br[C:2]1[S:3][CH:4]=[C:5]([NH:7][C:8]([NH:10][C:11]2[CH:16]=[CH:15][CH:14]=[C:13]([CH2:17][N:18]3[CH2:23][CH2:22][CH2:21][CH2:20][CH2:19]3)[N:12]=2)=[O:9])[N:6]=1.[CH3:24][O:25][C:26]1[CH:31]=[CH:30][C:29](B(O)O)=[CH:28][CH:27]=1.C([O-])([O-])=O.[Na+].[Na+], predict the reaction product. The product is: [CH3:24][O:25][C:26]1[CH:31]=[CH:30][C:29]([C:2]2[S:3][CH:4]=[C:5]([NH:7][C:8]([NH:10][C:11]3[CH:16]=[CH:15][CH:14]=[C:13]([CH2:17][N:18]4[CH2:23][CH2:22][CH2:21][CH2:20][CH2:19]4)[N:12]=3)=[O:9])[N:6]=2)=[CH:28][CH:27]=1. (4) The product is: [CH3:1][O:2][N:3]([C:31]([C:44]1[CH:49]=[CH:48][CH:47]=[CH:46][CH:45]=1)([C:38]1[CH:39]=[CH:40][CH:41]=[CH:42][CH:43]=1)[C:32]1[CH:37]=[CH:36][CH:35]=[CH:34][CH:33]=1)[C:4]1[NH:5][C:6](=[O:30])[C:7]2[N:8]=[CH:9][N:10]([C@@H:13]3[O:17][C@H:16]([CH2:18][OH:19])[CH2:15][C@:14]3([C:28]#[CH:29])[F:27])[C:11]=2[N:12]=1. Given the reactants [CH3:1][O:2][N:3]([C:31]([C:44]1[CH:49]=[CH:48][CH:47]=[CH:46][CH:45]=1)([C:38]1[CH:43]=[CH:42][CH:41]=[CH:40][CH:39]=1)[C:32]1[CH:37]=[CH:36][CH:35]=[CH:34][CH:33]=1)[C:4]1[NH:5][C:6](=[O:30])[C:7]2[N:8]=[CH:9][N:10]([C@@H:13]3[O:17][C@H:16]([CH2:18][O:19][Si](C(C)(C)C)(C)C)[CH2:15][C@:14]3([C:28]#[CH:29])[F:27])[C:11]=2[N:12]=1.[F-].[NH4+], predict the reaction product. (5) Given the reactants [CH:1]1([CH2:6][C:7](Cl)=[O:8])[CH2:5][CH2:4][CH2:3][CH2:2]1.[C@H:10]1([NH:19][C:20]2[CH:29]=[CH:28][C:27]3[C:22](=[CH:23][CH:24]=[C:25]([NH2:30])[CH:26]=3)[N:21]=2)[C:18]2[C:13](=[CH:14][CH:15]=[CH:16][CH:17]=2)[CH2:12][CH2:11]1, predict the reaction product. The product is: [CH:1]1([CH2:6][C:7]([NH:30][C:25]2[CH:26]=[C:27]3[C:22](=[CH:23][CH:24]=2)[N:21]=[C:20]([NH:19][C@H:10]2[C:18]4[C:13](=[CH:14][CH:15]=[CH:16][CH:17]=4)[CH2:12][CH2:11]2)[CH:29]=[CH:28]3)=[O:8])[CH2:5][CH2:4][CH2:3][CH2:2]1. (6) Given the reactants [Cl:1][C:2]1[CH:3]=[C:4]([CH3:33])[C:5]([CH2:8][N:9]([CH2:16][C:17]2[C:22]([C:23]([C:26]3[CH:31]=[CH:30][C:29]([F:32])=[CH:28][CH:27]=3)([CH3:25])[CH3:24])=[CH:21][CH:20]=[CH:19][N:18]=2)[CH:10]2[CH2:15][CH2:14][NH:13][CH2:12][CH2:11]2)=[N:6][CH:7]=1.[O:34]([C:41]([NH:43][OH:44])=O)C1C=CC=CC=1, predict the reaction product. The product is: [OH:44][NH:43][C:41]([N:13]1[CH2:14][CH2:15][CH:10]([N:9]([CH2:8][C:5]2[C:4]([CH3:33])=[CH:3][C:2]([Cl:1])=[CH:7][N:6]=2)[CH2:16][C:17]2[C:22]([C:23]([C:26]3[CH:31]=[CH:30][C:29]([F:32])=[CH:28][CH:27]=3)([CH3:25])[CH3:24])=[CH:21][CH:20]=[CH:19][N:18]=2)[CH2:11][CH2:12]1)=[O:34].